This data is from Forward reaction prediction with 1.9M reactions from USPTO patents (1976-2016). The task is: Predict the product of the given reaction. (1) Given the reactants [C:1]([O:5][C:6](=[O:37])[NH:7][C:8]1[N:13]=[CH:12][C:11]([C:14]2[N:15]=[C:16]([N:31]3[CH2:36][CH2:35][O:34][CH2:33][CH2:32]3)[C:17]3[N:23]=[CH:22][C:21]([C:24]4[CH:29]=[CH:28][CH:27]=[C:26]([NH2:30])[CH:25]=4)=[CH:20][C:18]=3[N:19]=2)=[CH:10][N:9]=1)([CH3:4])([CH3:3])[CH3:2].[CH:38]1([C:41](O)=[O:42])[CH2:40][CH2:39]1.CN(C=O)C.CN(C(ON1N=NC2C=CC=NC1=2)=[N+](C)C)C.F[P-](F)(F)(F)(F)F, predict the reaction product. The product is: [C:1]([O:5][C:6](=[O:37])[NH:7][C:8]1[N:9]=[CH:10][C:11]([C:14]2[N:15]=[C:16]([N:31]3[CH2:32][CH2:33][O:34][CH2:35][CH2:36]3)[C:17]3[N:23]=[CH:22][C:21]([C:24]4[CH:29]=[CH:28][CH:27]=[C:26]([NH:30][C:41]([CH:38]5[CH2:40][CH2:39]5)=[O:42])[CH:25]=4)=[CH:20][C:18]=3[N:19]=2)=[CH:12][N:13]=1)([CH3:4])([CH3:2])[CH3:3]. (2) Given the reactants [CH:1]([Si:4]1([CH:39]([CH3:41])[CH3:40])[O:11][C@H:10]2[C@@H:12]([OH:32])[C@H:13]([N:15]3[CH:23]=[N:22][C:21]4[C:16]3=[N:17][CH:18]=[N:19][C:20]=4/[CH:24]=[CH:25]/[C:26]3[CH:31]=[CH:30][CH:29]=[CH:28][CH:27]=3)[O:14][C@@H:9]2[CH2:8][O:7][Si:6]([CH:36]([CH3:38])[CH3:37])([CH:33]([CH3:35])[CH3:34])[O:5]1)([CH3:3])[CH3:2].[H-].[Na+].[CH3:44]I.O, predict the reaction product. The product is: [CH:24](/[C:20]1[N:19]=[CH:18][N:17]=[C:16]2[C:21]=1[N:22]=[CH:23][N:15]2[C@@H:13]1[O:14][C@H:9]2[C@@H:10]([O:11][Si:4]([CH:1]([CH3:2])[CH3:3])([CH:39]([CH3:41])[CH3:40])[O:5][Si:6]([CH:33]([CH3:35])[CH3:34])([CH:36]([CH3:38])[CH3:37])[O:7][CH2:8]2)[C@H:12]1[O:32][CH3:44])=[CH:25]\[C:26]1[CH:31]=[CH:30][CH:29]=[CH:28][CH:27]=1. (3) Given the reactants [C:1]([S@:5]([NH2:7])=[O:6])([CH3:4])([CH3:3])[CH3:2].[Br:8][C:9]1[CH:10]=[C:11]([CH:14]=[CH:15][C:16]=1[O:17][CH3:18])[CH:12]=O.O, predict the reaction product. The product is: [Br:8][C:9]1[CH:10]=[C:11](/[CH:12]=[N:7]/[S:5]([C:1]([CH3:4])([CH3:3])[CH3:2])=[O:6])[CH:14]=[CH:15][C:16]=1[O:17][CH3:18]. (4) Given the reactants [CH3:1][O:2][C:3]1[CH:4]=[C:5](B(O)O)[CH:6]=[CH:7][C:8]=1[O:9][CH3:10].Br[C:15]1[CH:16]=[C:17]([CH:20]=[CH:21][C:22]=1[O:23][CH3:24])[CH:18]=[O:19].C(=O)([O-])[O-].[K+].[K+], predict the reaction product. The product is: [CH3:24][O:23][C:22]1[CH:21]=[CH:20][C:17]([CH:18]=[O:19])=[CH:16][C:15]=1[C:5]1[CH:6]=[CH:7][C:8]([O:9][CH3:10])=[C:3]([O:2][CH3:1])[CH:4]=1. (5) Given the reactants [CH3:1][O:2][C:3]1[CH:4]=[C:5]2[C:10](=[CH:11][C:12]=1[O:13][CH3:14])[N:9]=[CH:8][CH:7]=[C:6]2[O:15][C:16]1[C:22]([CH3:23])=[CH:21][C:19]([NH2:20])=[C:18]([CH3:24])[CH:17]=1.ClC(Cl)(O[C:29](=[O:35])[O:30][C:31](Cl)(Cl)Cl)Cl.[O:37]1[CH2:42][CH2:41]C(O)[CH2:39][CH2:38]1.C(=O)(O)[O-].[Na+], predict the reaction product. The product is: [CH3:1][O:2][C:3]1[CH:4]=[C:5]2[C:10](=[CH:11][C:12]=1[O:13][CH3:14])[N:9]=[CH:8][CH:7]=[C:6]2[O:15][C:16]1[C:22]([CH3:23])=[CH:21][C:19]([NH:20][C:29](=[O:35])[O:30][CH:31]2[CH2:41][CH2:42][O:37][CH2:38][CH2:39]2)=[C:18]([CH3:24])[CH:17]=1. (6) Given the reactants O[C:2]1[CH:11]=[C:10]([CH3:12])[CH:9]=[C:8]2[C:3]=1[CH:4]=[CH:5][C:6]([CH3:13])=[N:7]2.CC1C=CC2C(=CC=CC=2[N:25]2[CH2:30][CH2:29][NH:28][CH2:27][CH2:26]2)N=1, predict the reaction product. The product is: [CH3:13][C:6]1[CH:5]=[CH:4][C:3]2[C:8](=[CH:9][C:10]([CH3:12])=[CH:11][C:2]=2[N:25]2[CH2:30][CH2:29][NH:28][CH2:27][CH2:26]2)[N:7]=1. (7) Given the reactants [Cl:1][C:2]1[CH:25]=[CH:24][C:5]([CH2:6][N:7]2[C:15]3[C:10](=[CH:11][C:12]([CH:16]=[C:17]4[S:21][C:20](=[O:22])[NH:19][C:18]4=[O:23])=[CH:13][CH:14]=3)[CH:9]=[N:8]2)=[C:4]([C:26]([F:29])([F:28])[F:27])[CH:3]=1.[C:30]([O:34][C:35]([N:37]1[CH2:42][CH:41]2[CH:39]([O:40]2)[CH2:38]1)=[O:36])([CH3:33])([CH3:32])[CH3:31], predict the reaction product. The product is: [C:30]([O:34][C:35]([N:37]1[CH2:38][C@@H:39]([OH:40])[C@H:41]([N:19]2[C:18](=[O:23])[C:17](=[CH:16][C:12]3[CH:11]=[C:10]4[C:15](=[CH:14][CH:13]=3)[N:7]([CH2:6][C:5]3[CH:24]=[CH:25][C:2]([Cl:1])=[CH:3][C:4]=3[C:26]([F:27])([F:29])[F:28])[N:8]=[CH:9]4)[S:21][C:20]2=[O:22])[CH2:42]1)=[O:36])([CH3:33])([CH3:31])[CH3:32].